Dataset: Reaction yield outcomes from USPTO patents with 853,638 reactions. Task: Predict the reaction yield, written as a fraction of the theoretical maximum amount of product (1.0 means a 100% yield; for example, 0.34 means a 34% yield). (1) The reactants are [CH:1]1([CH2:4][NH:5][CH2:6][CH:7]2[CH2:10][N:9]([C:11]([C:13]3[CH:14]=[C:15]([CH:28]=[CH:29][C:30]=3[F:31])[CH2:16][C:17]3[C:26]4[C:21](=[CH:22][CH:23]=[CH:24][CH:25]=4)[C:20](=[O:27])[NH:19][N:18]=3)=[O:12])[CH2:8]2)[CH2:3][CH2:2]1.[ClH:32]. No catalyst specified. The product is [ClH:32].[CH:1]1([CH2:4][NH:5][CH2:6][CH:7]2[CH2:10][N:9]([C:11]([C:13]3[CH:14]=[C:15]([CH:28]=[CH:29][C:30]=3[F:31])[CH2:16][C:17]3[C:26]4[C:21](=[CH:22][CH:23]=[CH:24][CH:25]=4)[C:20](=[O:27])[NH:19][N:18]=3)=[O:12])[CH2:8]2)[CH2:3][CH2:2]1. The yield is 0.900. (2) The reactants are N[C:2]1[CH:3]=[CH:4][C:5]([CH3:10])=[C:6]([O:8][CH3:9])[CH:7]=1.OS(O)(=O)=O.N([O-])=O.[Na+].NC(N)=O.[I-:24].[K+]. The catalyst is O. The product is [I:24][C:2]1[CH:3]=[CH:4][C:5]([CH3:10])=[C:6]([O:8][CH3:9])[CH:7]=1. The yield is 0.660. (3) The product is [NH2:1][C:2]1[N:7]=[CH:6][N:5]=[C:4]2[N:8]([CH2:25][C@@H:26]3[CH2:30][CH2:29][CH2:28][N:27]3[C:31]([C:32](=[CH:41][C:40]([NH:39][CH:36]3[CH2:38][CH2:37]3)([CH3:44])[CH3:43])[C:33]#[N:34])=[O:35])[N:9]=[C:10]([C:11]3[CH:16]=[CH:15][C:14]([O:17][C:18]4[CH:19]=[CH:20][CH:21]=[CH:22][CH:23]=4)=[CH:13][C:12]=3[F:24])[C:3]=12. The reactants are [NH2:1][C:2]1[N:7]=[CH:6][N:5]=[C:4]2[N:8]([CH2:25][C@@H:26]3[CH2:30][CH2:29][CH2:28][N:27]3[C:31](=[O:35])[CH2:32][C:33]#[N:34])[N:9]=[C:10]([C:11]3[CH:16]=[CH:15][C:14]([O:17][C:18]4[CH:23]=[CH:22][CH:21]=[CH:20][CH:19]=4)=[CH:13][C:12]=3[F:24])[C:3]=12.[CH:36]1([NH:39][C:40]([CH3:44])([CH3:43])[CH:41]=O)[CH2:38][CH2:37]1. The yield is 0.270. The catalyst is N1CCCCC1.CC#N. (4) The reactants are [NH:1]1[C:9]2[C:4](=[CH:5][CH:6]=[CH:7][CH:8]=2)[C:3]([CH2:10][C@H:11]([NH:13][CH2:14][C:15]([F:36])([F:35])[CH2:16][O:17][Si](C(C)(C)C)(C2C=CC=CC=2)C2C=CC=CC=2)[CH3:12])=[CH:2]1.CCCC[N+](CCCC)(CCCC)CCCC.[F-]. The catalyst is C1COCC1.O. The product is [NH:1]1[C:9]2[C:4](=[CH:5][CH:6]=[CH:7][CH:8]=2)[C:3]([CH2:10][C@H:11]([NH:13][CH2:14][C:15]([F:35])([F:36])[CH2:16][OH:17])[CH3:12])=[CH:2]1. The yield is 0.790. (5) The reactants are C[O:2][C:3](=[O:25])[CH:4]([C:11]1[CH:16]=[CH:15][C:14]([S:17]([CH3:20])(=[O:19])=[O:18])=[C:13]([C:21]([F:24])([F:23])[F:22])[CH:12]=1)[CH2:5][CH:6]1[CH2:10][CH2:9][CH2:8][CH2:7]1.[OH-].[Li+]. The catalyst is O1CCCC1.O. The product is [CH:6]1([CH2:5][CH:4]([C:11]2[CH:16]=[CH:15][C:14]([S:17]([CH3:20])(=[O:19])=[O:18])=[C:13]([C:21]([F:24])([F:22])[F:23])[CH:12]=2)[C:3]([OH:25])=[O:2])[CH2:10][CH2:9][CH2:8][CH2:7]1. The yield is 0.845. (6) The reactants are [CH2:1]([O:3][C:4](=[O:14])[C:5]1[CH:10]=[CH:9][C:8]([CH2:11]CBr)=[CH:7][CH:6]=1)[CH3:2].[CH2:15]([N:17]1[CH2:22][CH2:21][NH:20][CH2:19][CH2:18]1)[CH3:16]. The catalyst is C1COCC1.O. The product is [CH2:1]([O:3][C:4](=[O:14])[C:5]1[CH:6]=[CH:7][C:8]([CH2:11][N:20]2[CH2:21][CH2:22][N:17]([CH2:15][CH3:16])[CH2:18][CH2:19]2)=[CH:9][CH:10]=1)[CH3:2]. The yield is 1.00. (7) The reactants are [H-].[Na+].CI.[CH2:5]([OH:12])[CH2:6][CH2:7][CH2:8][CH2:9][C:10]#[CH:11].[CH3:13]COCC. The catalyst is CN(C=O)C.O. The product is [CH3:13][O:12][CH2:5][CH2:6][CH2:7][CH2:8][CH2:9][C:10]#[CH:11]. The yield is 0.617. (8) The reactants are Cl[CH2:2][C:3]1[N:12]([C:13]2[CH:18]=[CH:17][CH:16]=[CH:15][C:14]=2[Cl:19])[C:11](=[O:20])[C:10]2[C:5](=[CH:6][C:7]3[CH:24]=[CH:23][CH:22]=[CH:21][C:8]=3[CH:9]=2)[N:4]=1.O.[SH:26][C:27]1[N:35]=[CH:34][N:33]=[C:32]2[C:28]=1[NH:29][CH:30]=[N:31]2.C([O-])([O-])=O.[K+].[K+]. The catalyst is CN(C=O)C. The product is [Cl:19][C:14]1[CH:15]=[CH:16][CH:17]=[CH:18][C:13]=1[N:12]1[C:11](=[O:20])[C:10]2[C:5](=[CH:6][C:7]3[CH:24]=[CH:23][CH:22]=[CH:21][C:8]=3[CH:9]=2)[N:4]=[C:3]1[CH2:2][S:26][C:27]1[N:35]=[CH:34][N:33]=[C:32]2[C:28]=1[N:29]=[CH:30][NH:31]2. The yield is 0.480. (9) The reactants are [NH:1]1[CH:5]=[C:4]([C:6]2[C:7]([NH2:12])=[N:8][CH:9]=[CH:10][CH:11]=2)[CH:3]=[N:2]1.O1CCCC1.[H-].[Na+].[Br:20][C:21]1[CH:28]=[CH:27][C:24]([CH2:25]Br)=[CH:23][CH:22]=1. The catalyst is O.CN(C)C=O. The product is [Br:20][C:21]1[CH:28]=[CH:27][C:24]([CH2:25][N:1]2[CH:5]=[C:4]([C:6]3[C:7]([NH2:12])=[N:8][CH:9]=[CH:10][CH:11]=3)[CH:3]=[N:2]2)=[CH:23][CH:22]=1. The yield is 0.860. (10) The reactants are [C:1]([O:5][C:6](=[O:9])[CH2:7][NH2:8])([CH3:4])([CH3:3])[CH3:2].[CH3:10][O:11][C:12](=[O:19])[C:13]([CH3:18])([CH3:17])[CH2:14][CH:15]=O. The catalyst is C(Cl)Cl. The product is [CH3:10][O:11][C:12](=[O:19])[C:13]([CH3:18])([CH3:17])[CH2:14]/[CH:15]=[N:8]/[CH2:7][C:6]([O:5][C:1]([CH3:4])([CH3:3])[CH3:2])=[O:9]. The yield is 1.00.